Task: Predict which catalyst facilitates the given reaction.. Dataset: Catalyst prediction with 721,799 reactions and 888 catalyst types from USPTO (1) The catalyst class is: 4. Product: [Cl:17][CH2:13][C:10]1[CH:9]=[CH:8][C:7]([C:1]2[CH:6]=[CH:5][CH:4]=[CH:3][CH:2]=2)=[N:12][CH:11]=1. Reactant: [C:1]1([C:7]2[N:12]=[CH:11][C:10]([CH2:13]O)=[CH:9][CH:8]=2)[CH:6]=[CH:5][CH:4]=[CH:3][CH:2]=1.S(Cl)([Cl:17])=O.C(=O)([O-])O.[Na+]. (2) Reactant: C([O:8][C:9](=[O:48])[CH2:10][C@@H:11]([N:29]1[CH:33]=[CH:32][C:31]([C:34]2[CH:39]=[CH:38][C:37]([C:40]3[CH:45]=[CH:44][C:43]([C:46]#[N:47])=[CH:42][CH:41]=3)=[CH:36][CH:35]=2)=[CH:30]1)[C:12]([NH:14][C@H:15]([C:20](=[O:28])[NH:21][C:22]1[CH:27]=[CH:26][N:25]=[CH:24][CH:23]=1)[C:16]([CH3:19])([CH3:18])[CH3:17])=[O:13])C1C=CC=CC=1.C(O)=O. Product: [CH:9]([OH:48])=[O:8].[C:46]([C:43]1[CH:42]=[CH:41][C:40]([C:37]2[CH:38]=[CH:39][C:34]([C:31]3[CH:32]=[CH:33][N:29]([C@@H:11]([C:12]([NH:14][C@H:15]([C:20](=[O:28])[NH:21][C:22]4[CH:23]=[CH:24][N:25]=[CH:26][CH:27]=4)[C:16]([CH3:19])([CH3:18])[CH3:17])=[O:13])[CH2:10][C:9]([OH:48])=[O:8])[CH:30]=3)=[CH:35][CH:36]=2)=[CH:45][CH:44]=1)#[N:47]. The catalyst class is: 43. (3) Reactant: COC(=O)CO[C:6]1[N:11]=[C:10]2[S:12][C:13]([C:16](=[O:18])[NH2:17])=[C:14]([NH2:15])[C:9]2=[C:8](C)[CH:7]=1.[N+:21]([C:24]1[CH:30]=[CH:29][C:27]([NH2:28])=[CH:26][CH:25]=1)([O-:23])=[O:22]. Product: [NH2:15][C:14]1[C:9]2[C:10](=[N:11][CH:6]=[CH:7][C:8]=2[NH:28][C:27]2[CH:29]=[CH:30][C:24]([N+:21]([O-:23])=[O:22])=[CH:25][CH:26]=2)[S:12][C:13]=1[C:16]([NH2:17])=[O:18]. The catalyst class is: 12. (4) Reactant: Cl.[CH3:2][O:3][C:4]1[CH:5]=[C:6]([C:10]2(C(Cl)=O)[CH2:15][CH2:14][N:13]([C:16]3[N:21]=[CH:20][CH:19]=[CH:18][N:17]=3)[CH2:12][CH2:11]2)[CH:7]=[CH:8][CH:9]=1.Cl.CNC.[CH2:29]([N:31]([CH2:34]C)[CH2:32]C)[CH3:30].C(=O)([O-])[OH:37].[Na+]. Product: [CH3:2][O:3][C:4]1[CH:5]=[C:6]([C:10]2([CH2:30][C:29]([N:31]([CH3:34])[CH3:32])=[O:37])[CH2:15][CH2:14][N:13]([C:16]3[N:17]=[CH:18][CH:19]=[CH:20][N:21]=3)[CH2:12][CH2:11]2)[CH:7]=[CH:8][CH:9]=1. The catalyst class is: 4. (5) Reactant: [Cl:1][C:2]1[CH:23]=[C:22]([Cl:24])[CH:21]=[CH:20][C:3]=1[O:4][C:5]1[CH:19]=[CH:18][CH:17]=[CH:16][C:6]=1[C:7]([NH:9][CH:10]1[CH2:15][CH2:14][NH:13][CH2:12][CH2:11]1)=[O:8].C(N(CC)CC)C.[C:32](Cl)(=[O:39])[C:33]1[CH:38]=[CH:37][CH:36]=[CH:35][CH:34]=1. Product: [C:32]([N:13]1[CH2:14][CH2:15][CH:10]([NH:9][C:7](=[O:8])[C:6]2[CH:16]=[CH:17][CH:18]=[CH:19][C:5]=2[O:4][C:3]2[CH:20]=[CH:21][C:22]([Cl:24])=[CH:23][C:2]=2[Cl:1])[CH2:11][CH2:12]1)(=[O:39])[C:33]1[CH:38]=[CH:37][CH:36]=[CH:35][CH:34]=1. The catalyst class is: 2. (6) Reactant: [CH3:1][O:2][C:3](=[O:15])[C:4]1[C:5](=[C:10]([OH:14])[CH:11]=[CH:12][CH:13]=1)[C:6]([O:8][CH3:9])=[O:7].C(=O)([O-])[O-].[K+].[K+].Br[CH2:23][C:24]1[CH:29]=[CH:28][CH:27]=[C:26]([O:30][CH3:31])[CH:25]=1. Product: [CH3:1][O:2][C:3](=[O:15])[C:4]1[C:5](=[C:10]([O:14][CH2:23][C:24]2[CH:29]=[CH:28][CH:27]=[C:26]([O:30][CH3:31])[CH:25]=2)[CH:11]=[CH:12][CH:13]=1)[C:6]([O:8][CH3:9])=[O:7]. The catalyst class is: 21. (7) Reactant: [NH2:1][C@H:2]1[CH2:8][CH2:7][CH2:6][CH2:5][N:4]([C@H:9]2[CH2:14][CH2:13][C@@H:12]([N:15]=[N+:16]=[N-:17])[CH2:11][C@H:10]2[CH2:18][S:19]([C:22]2[CH:27]=[CH:26][CH:25]=[CH:24][CH:23]=2)(=[O:21])=[O:20])[C:3]1=[O:28].[F:29][C:30]([F:41])([F:40])[C:31]1[CH:32]=[C:33]([CH:37]=[CH:38][CH:39]=1)[C:34](O)=[O:35].CN(C(ON1N=NC2C=CC=NC1=2)=[N+](C)C)C.F[P-](F)(F)(F)(F)F.CCN(C(C)C)C(C)C. Product: [N:15]([C@@H:12]1[CH2:13][CH2:14][C@H:9]([N:4]2[CH2:5][CH2:6][CH2:7][CH2:8][C@H:2]([NH:1][C:34](=[O:35])[C:33]3[CH:37]=[CH:38][CH:39]=[C:31]([C:30]([F:29])([F:40])[F:41])[CH:32]=3)[C:3]2=[O:28])[C@H:10]([CH2:18][S:19]([C:22]2[CH:23]=[CH:24][CH:25]=[CH:26][CH:27]=2)(=[O:20])=[O:21])[CH2:11]1)=[N+:16]=[N-:17]. The catalyst class is: 31. (8) Product: [CH3:10][C:6]([N:11]1[C:16](=[O:17])[N:15]([C:18]2[CH:23]=[CH:22][CH:21]=[CH:20][CH:19]=2)[CH2:14][O:13][CH2:12]1)([CH3:5])[C:7]([N:27]([CH2:24][CH2:25][CH3:26])[C:28]1[CH:33]=[C:32]([C:34]([F:36])([F:35])[F:37])[CH:31]=[CH:30][N:29]=1)=[O:9]. The catalyst class is: 341. Reactant: S(Cl)(Cl)=O.[CH3:5][C:6]([N:11]1[C:16](=[O:17])[N:15]([C:18]2[CH:23]=[CH:22][CH:21]=[CH:20][CH:19]=2)[CH2:14][O:13][CH2:12]1)([CH3:10])[C:7]([OH:9])=O.[CH2:24]([NH:27][C:28]1[CH:33]=[C:32]([C:34]([F:37])([F:36])[F:35])[CH:31]=[CH:30][N:29]=1)[CH2:25][CH3:26].